Dataset: Full USPTO retrosynthesis dataset with 1.9M reactions from patents (1976-2016). Task: Predict the reactants needed to synthesize the given product. (1) Given the product [F:33][C:30]1[CH:31]=[CH:32][C:27]([CH2:26][C@H:16]([NH:15][C:11]([C:9]2[NH:8][C:5]3=[CH:6][N:7]=[C:2]([Cl:1])[CH:3]=[C:4]3[CH:10]=2)=[O:13])[C:17]([N:19]2[CH2:20][CH2:21][CH:22]([OH:25])[CH2:23][CH2:24]2)=[O:18])=[CH:28][CH:29]=1, predict the reactants needed to synthesize it. The reactants are: [Cl:1][C:2]1[CH:3]=[C:4]2[CH:10]=[C:9]([C:11]([OH:13])=O)[NH:8][C:5]2=[CH:6][N:7]=1.Cl.[NH2:15][C@@H:16]([CH2:26][C:27]1[CH:32]=[CH:31][C:30]([F:33])=[CH:29][CH:28]=1)[C:17]([N:19]1[CH2:24][CH2:23][CH:22]([OH:25])[CH2:21][CH2:20]1)=[O:18]. (2) Given the product [Br:1][C:2]1[CH:7]=[CH:6][C:5]([S:8]([N:11]2[C:17]3[CH:18]=[CH:19][CH:20]=[CH:21][C:16]=3[CH2:15][N:14]3[C:22]([C:25]([NH:35][CH2:36][C:37]4[CH:38]=[N:39][CH:40]=[CH:41][CH:42]=4)=[O:30])=[CH:23][CH:24]=[C:13]3[CH2:12]2)(=[O:10])=[O:9])=[CH:4][CH:3]=1, predict the reactants needed to synthesize it. The reactants are: [Br:1][C:2]1[CH:7]=[CH:6][C:5]([S:8]([N:11]2[C:17]3[CH:18]=[CH:19][CH:20]=[CH:21][C:16]=3[CH2:15][N:14]3[C:22]([C:25](=[O:30])C(Cl)(Cl)Cl)=[CH:23][CH:24]=[C:13]3[CH2:12]2)(=[O:10])=[O:9])=[CH:4][CH:3]=1.CS(C)=O.[NH2:35][CH2:36][C:37]1[CH:38]=[N:39][CH:40]=[CH:41][CH:42]=1. (3) Given the product [Cl:15][CH2:16][CH2:17][C@@H:18]([N:6]1[C:7]2[CH:12]=[CH:11][CH:10]=[CH:9][C:8]=2[N:4]([CH:1]([CH3:3])[CH3:2])[S:5]1(=[O:13])=[O:14])[C:20]1[CH:25]=[C:24]([F:26])[CH:23]=[C:22]([Cl:27])[CH:21]=1, predict the reactants needed to synthesize it. The reactants are: [CH:1]([N:4]1[C:8]2[CH:9]=[CH:10][CH:11]=[CH:12][C:7]=2[NH:6][S:5]1(=[O:14])=[O:13])([CH3:3])[CH3:2].[Cl:15][CH2:16][CH2:17][C@@H:18]([C:20]1[CH:25]=[C:24]([F:26])[CH:23]=[C:22]([Cl:27])[CH:21]=1)O.C1(P(C2C=CC=CC=2)C2C=CC=CC=2)C=CC=CC=1.N(C(OC(C)C)=O)=NC(OC(C)C)=O. (4) The reactants are: [Cl:1][C:2]1[CH:7]=[CH:6][N:5]=[C:4]([CH2:8][NH:9][C:10]2[O:11][C:12]3[C:18]([O:19][CH3:20])=[CH:17][C:16]([C:21]([OH:23])=O)=[CH:15][C:13]=3[N:14]=2)[CH:3]=1.[CH3:24][C:25]1([CH2:33][OH:34])[CH2:30][O:29][C:28]([CH3:32])([CH3:31])[CH2:27][NH:26]1.C(N(CC)C(C)C)(C)C.CN(C(ON1N=NC2C=CC=NC1=2)=[N+](C)C)C.F[P-](F)(F)(F)(F)F. Given the product [Cl:1][C:2]1[CH:7]=[CH:6][N:5]=[C:4]([CH2:8][NH:9][C:10]2[O:11][C:12]3[C:18]([O:19][CH3:20])=[CH:17][C:16]([C:21]([N:26]4[C:25]([CH2:33][OH:34])([CH3:24])[CH2:30][O:29][C:28]([CH3:32])([CH3:31])[CH2:27]4)=[O:23])=[CH:15][C:13]=3[N:14]=2)[CH:3]=1, predict the reactants needed to synthesize it. (5) Given the product [Cl:28][C:6]1[CH:5]=[N:4][CH:3]=[C:2]([C:34]([O:36][CH2:37][CH3:38])=[CH2:35])[C:7]=1[NH:8][C:9]1[C:18]2[C:13](=[C:14]([O:21][CH:22]3[CH2:26][CH2:25][CH2:24][CH2:23]3)[C:15]([O:19][CH3:20])=[CH:16][CH:17]=2)[O:12][C:11](=[O:27])[CH:10]=1, predict the reactants needed to synthesize it. The reactants are: Br[C:2]1[CH:3]=[N:4][CH:5]=[C:6]([Cl:28])[C:7]=1[NH:8][C:9]1[C:18]2[C:13](=[C:14]([O:21][CH:22]3[CH2:26][CH2:25][CH2:24][CH2:23]3)[C:15]([O:19][CH3:20])=[CH:16][CH:17]=2)[O:12][C:11](=[O:27])[CH:10]=1.C([Sn](CCCC)(CCCC)[C:34]([O:36][CH2:37][CH3:38])=[CH2:35])CCC. (6) Given the product [OH:1][CH2:2][CH2:3][C:4]1[CH:9]=[CH:8][C:7]([O:10][CH2:18][CH2:19][O:20][CH2:21][C:22]2[CH:23]=[C:24]([CH:27]=[CH:28][CH:29]=2)[C:25]#[N:26])=[CH:6][CH:5]=1, predict the reactants needed to synthesize it. The reactants are: [OH:1][CH2:2][CH2:3][C:4]1[CH:9]=[CH:8][C:7]([OH:10])=[CH:6][CH:5]=1.C(=O)([O-])[O-].[Cs+].[Cs+].Br[CH2:18][CH2:19][O:20][CH2:21][C:22]1[CH:23]=[C:24]([CH:27]=[CH:28][CH:29]=1)[C:25]#[N:26].O. (7) Given the product [C:1]([O:5][C:6]([NH:8][C@H:9]([C:23]([O:25][CH3:26])=[O:24])[CH2:10][C:11]1[CH:16]=[CH:15][C:14]([CH:17]2[CH2:18][CH2:19][O:20][CH2:21][CH2:22]2)=[CH:13][CH:12]=1)=[O:7])([CH3:3])([CH3:4])[CH3:2], predict the reactants needed to synthesize it. The reactants are: [C:1]([O:5][C:6]([NH:8][C@H:9]([C:23]([O:25][CH3:26])=[O:24])[CH2:10][C:11]1[CH:16]=[CH:15][C:14]([C:17]2[CH2:18][CH2:19][O:20][CH2:21][CH:22]=2)=[CH:13][CH:12]=1)=[O:7])([CH3:4])([CH3:3])[CH3:2]. (8) Given the product [N:22]1[O:23][N:16]=[C:47]2[CH:46]=[C:28]([CH2:29][O:30]/[N:31]=[C:32]3\[CH2:33][CH2:34][CH2:35][C:36]4[C:41]\3=[CH:40][C:39]([O:42][CH3:43])=[C:38]([O:44][CH3:45])[CH:37]=4)[CH:27]=[CH:26][C:25]=12, predict the reactants needed to synthesize it. The reactants are: COC1C=C2C(=CC=1OC)C(=O)CCC2.[N:16]1C=CC=CC=1.[N+:22]([C:25]1[CH:47]=[CH:46][C:28]([CH2:29][O:30]/[N:31]=[C:32]2\[CH2:33][CH2:34][CH2:35][C:36]3[C:41]\2=[CH:40][C:39]([O:42][CH3:43])=[C:38]([O:44][CH3:45])[CH:37]=3)=[CH:27][CH:26]=1)([O-])=[O:23].C(OCC)(=O)C.CCCCCC. (9) Given the product [CH3:24][C:15]1[C:16]2[CH2:20][O:19][C:18](=[O:21])[C:17]=2[CH:22]=[CH:23][C:14]=1[C@@H:12]1[CH2:11][O:13]1, predict the reactants needed to synthesize it. The reactants are: C1C2(CCCNC2)CCN1[CH2:11][C@@H:12]([C:14]1[CH:23]=[CH:22][C:17]2[C:18](=[O:21])[O:19][CH2:20][C:16]=2[C:15]=1[CH3:24])[OH:13]. (10) Given the product [OH:25][C:23]([C:22]([F:30])([F:21])[S:26]([O-:29])(=[O:28])=[O:27])=[O:24].[C:15]1([S+:8]([C:2]2[CH:3]=[CH:4][CH:5]=[CH:6][CH:7]=2)[C:9]2[CH:14]=[CH:13][CH:12]=[CH:11][CH:10]=2)[CH:16]=[CH:17][CH:18]=[CH:19][CH:20]=1, predict the reactants needed to synthesize it. The reactants are: [Cl-].[C:2]1([S+:8]([C:15]2[CH:20]=[CH:19][CH:18]=[CH:17][CH:16]=2)[C:9]2[CH:14]=[CH:13][CH:12]=[CH:11][CH:10]=2)[CH:7]=[CH:6][CH:5]=[CH:4][CH:3]=1.[F:21][C:22]([F:30])([S:26]([OH:29])(=[O:28])=[O:27])[C:23]([O-:25])=[O:24].[Na+].